This data is from Forward reaction prediction with 1.9M reactions from USPTO patents (1976-2016). The task is: Predict the product of the given reaction. (1) Given the reactants [CH2:1]([O:3][C:4]([C:6]1[C:7](=[O:25])[N:8]([CH2:18][C:19]2[CH:24]=[CH:23][CH:22]=[CH:21][N:20]=2)[C:9]2[C:14]([C:15]=1Cl)=[CH:13][C:12]([F:17])=[CH:11][CH:10]=2)=[O:5])[CH3:2].[CH3:26][N:27]1[CH2:32][CH2:31][NH:30][CH2:29][CH2:28]1.C1N2CCN(CC2)C1, predict the reaction product. The product is: [CH2:1]([O:3][C:4]([C:6]1[C:7](=[O:25])[N:8]([CH2:18][C:19]2[CH:24]=[CH:23][CH:22]=[CH:21][N:20]=2)[C:9]2[C:14]([C:15]=1[N:30]1[CH2:31][CH2:32][N:27]([CH3:26])[CH2:28][CH2:29]1)=[CH:13][C:12]([F:17])=[CH:11][CH:10]=2)=[O:5])[CH3:2]. (2) Given the reactants [CH3:1][O:2][C:3](=[O:15])[C:4]1[CH:9]=[CH:8][C:7]([CH2:10][CH2:11][CH2:12][CH2:13][OH:14])=[CH:6][CH:5]=1.N1C=CN=C1.[CH3:21][C:22]([Si:25](Cl)([CH3:27])[CH3:26])([CH3:24])[CH3:23].CCCCCC, predict the reaction product. The product is: [CH3:1][O:2][C:3](=[O:15])[C:4]1[CH:9]=[CH:8][C:7]([CH2:10][CH2:11][CH2:12][CH2:13][O:14][Si:25]([C:22]([CH3:24])([CH3:23])[CH3:21])([CH3:27])[CH3:26])=[CH:6][CH:5]=1. (3) Given the reactants [Br:1][C:2]1[CH:7]=[CH:6][C:5]([F:8])=[CH:4][C:3]=1[F:9].[Br:10]Br.[O-]S([O-])(=S)=O.[Na+].[Na+], predict the reaction product. The product is: [Br:1][C:2]1[CH:7]=[C:6]([Br:10])[C:5]([F:8])=[CH:4][C:3]=1[F:9]. (4) Given the reactants [Cl:1][C:2]1[CH:3]=[C:4]([OH:21])[C:5]([NH:8][S:9]([CH2:12][C:13]2[CH:18]=[C:17](Cl)[CH:16]=[C:15](Cl)[CH:14]=2)(=[O:11])=[O:10])=[N:6][CH:7]=1.[C:22](C1C=C(CS(Cl)(=O)=O)C=CC=1)#[N:23].ClC1C=C(CS(Cl)(=O)=O)C=C(Cl)C=1, predict the reaction product. The product is: [Cl:1][C:2]1[CH:3]=[C:4]([OH:21])[C:5]([NH:8][S:9]([CH2:12][C:13]2[CH:18]=[CH:17][CH:16]=[C:15]([C:22]#[N:23])[CH:14]=2)(=[O:11])=[O:10])=[N:6][CH:7]=1. (5) Given the reactants [NH2:1][C@@H:2]1[CH2:7][CH2:6][C@H:5]([NH:8][C@@H:9]([C:18]([N:20]2[CH2:25][CH2:24][CH:23]([N:26]([CH:34]3[CH2:40][CH2:39][CH2:38][CH2:37][CH2:36][CH2:35]3)[C:27]([N:29]([CH2:32][CH3:33])[CH2:30][CH3:31])=[O:28])[CH2:22][CH2:21]2)=[O:19])[CH2:10][C:11]2[CH:16]=[CH:15][C:14]([Cl:17])=[CH:13][CH:12]=2)[CH2:4][CH2:3]1.Cl, predict the reaction product. The product is: [ClH:17].[NH2:1][C@@H:2]1[CH2:7][CH2:6][C@H:5]([NH:8][C@@H:9]([C:18]([N:20]2[CH2:25][CH2:24][CH:23]([N:26]([CH:34]3[CH2:35][CH2:36][CH2:37][CH2:38][CH2:39][CH2:40]3)[C:27]([N:29]([CH2:30][CH3:31])[CH2:32][CH3:33])=[O:28])[CH2:22][CH2:21]2)=[O:19])[CH2:10][C:11]2[CH:12]=[CH:13][C:14]([Cl:17])=[CH:15][CH:16]=2)[CH2:4][CH2:3]1. (6) The product is: [F:38][C:34]1[CH:33]=[C:32]([NH:31][C:11]2[N:10]=[C:9]([OH:8])[C:14]([C:15]#[C:16][CH2:17][CH2:18][CH2:19][N:20]3[C:21](=[O:30])[C:22]4[C:27](=[CH:26][CH:25]=[CH:24][CH:23]=4)[C:28]3=[O:29])=[CH:13][N:12]=2)[CH:37]=[CH:36][CH:35]=1. Given the reactants C([O:8][C:9]1[C:14]([C:15]#[C:16][CH2:17][CH2:18][CH2:19][N:20]2[C:28](=[O:29])[C:27]3[C:22](=[CH:23][CH:24]=[CH:25][CH:26]=3)[C:21]2=[O:30])=[CH:13][N:12]=[C:11]([NH:31][C:32]2[CH:37]=[CH:36][CH:35]=[C:34]([F:38])[CH:33]=2)[N:10]=1)C1C=CC=CC=1.FC(F)(F)C(O)=O, predict the reaction product. (7) Given the reactants [Br:1][C:2]1[CH:3]=[C:4]([C:8]2([OH:22])[CH2:13][CH2:12][C:11]([C:16]3[CH:21]=[CH:20][CH:19]=[CH:18][CH:17]=3)([C:14]#[N:15])[CH2:10][CH2:9]2)[CH:5]=[CH:6][CH:7]=1.Br[CH2:24][CH:25]1[CH2:27][CH2:26]1, predict the reaction product. The product is: [Br:1][C:2]1[CH:3]=[C:4]([C:8]2([O:22][CH2:24][CH:25]3[CH2:27][CH2:26]3)[CH2:9][CH2:10][C:11]([C:16]3[CH:17]=[CH:18][CH:19]=[CH:20][CH:21]=3)([C:14]#[N:15])[CH2:12][CH2:13]2)[CH:5]=[CH:6][CH:7]=1.